Dataset: Reaction yield outcomes from USPTO patents with 853,638 reactions. Task: Predict the reaction yield, written as a fraction of the theoretical maximum amount of product (1.0 means a 100% yield; for example, 0.34 means a 34% yield). The reactants are Br[C:2]1[CH:3]=[CH:4][C:5]2[N:6]([C:16]3[CH:21]=[CH:20][CH:19]=[CH:18][CH:17]=3)[C:7]3[C:12]([C:13]=2[CH:14]=1)=[CH:11][C:10](Br)=[CH:9][CH:8]=3.[CH:22]1[C:30]2[C:29]3[CH:31]=[CH:32][CH:33]=[CH:34][C:28]=3[S:27][C:26]=2[C:25](B(O)O)=[CH:24][CH:23]=1.[C:38]1([CH3:44])[CH:43]=[CH:42][CH:41]=[CH:40][CH:39]=1.C(=O)([O-])[O-].[K+].[K+]. The catalyst is C([O-])(=O)C.[Pd+2].C([O-])(=O)C.C1(C)C=CC=CC=1P(C1C=CC=CC=1C)C1C=CC=CC=1C.C(O)C. The product is [CH:22]1[C:30]2[C:29]3[CH:31]=[CH:32][CH:33]=[CH:34][C:28]=3[S:27][C:26]=2[C:25]([C:2]2[CH:3]=[CH:4][C:5]3[N:6]([C:16]4[CH:21]=[CH:20][CH:19]=[CH:18][CH:17]=4)[C:7]4[C:12]([C:13]=3[CH:14]=2)=[CH:11][C:10]([C:42]2[C:43]3[S:27][C:26]5[CH:25]=[CH:24][CH:23]=[CH:22][C:44]=5[C:38]=3[CH:39]=[CH:40][CH:41]=2)=[CH:9][CH:8]=4)=[CH:24][CH:23]=1. The yield is 0.470.